From a dataset of NCI-60 drug combinations with 297,098 pairs across 59 cell lines. Regression. Given two drug SMILES strings and cell line genomic features, predict the synergy score measuring deviation from expected non-interaction effect. (1) Drug 1: CC1=C(C(=CC=C1)Cl)NC(=O)C2=CN=C(S2)NC3=CC(=NC(=N3)C)N4CCN(CC4)CCO. Drug 2: C#CCC(CC1=CN=C2C(=N1)C(=NC(=N2)N)N)C3=CC=C(C=C3)C(=O)NC(CCC(=O)O)C(=O)O. Cell line: MDA-MB-231. Synergy scores: CSS=19.7, Synergy_ZIP=-3.80, Synergy_Bliss=-0.0784, Synergy_Loewe=1.69, Synergy_HSA=1.61. (2) Drug 1: CNC(=O)C1=CC=CC=C1SC2=CC3=C(C=C2)C(=NN3)C=CC4=CC=CC=N4. Drug 2: C1CCC(C1)C(CC#N)N2C=C(C=N2)C3=C4C=CNC4=NC=N3. Cell line: SNB-75. Synergy scores: CSS=1.32, Synergy_ZIP=0.972, Synergy_Bliss=1.99, Synergy_Loewe=-2.83, Synergy_HSA=-1.61. (3) Drug 1: CCC1=CC2CC(C3=C(CN(C2)C1)C4=CC=CC=C4N3)(C5=C(C=C6C(=C5)C78CCN9C7C(C=CC9)(C(C(C8N6C)(C(=O)OC)O)OC(=O)C)CC)OC)C(=O)OC.C(C(C(=O)O)O)(C(=O)O)O. Drug 2: CC1CCC2CC(C(=CC=CC=CC(CC(C(=O)C(C(C(=CC(C(=O)CC(OC(=O)C3CCCCN3C(=O)C(=O)C1(O2)O)C(C)CC4CCC(C(C4)OC)O)C)C)O)OC)C)C)C)OC. Cell line: CAKI-1. Synergy scores: CSS=45.1, Synergy_ZIP=-14.1, Synergy_Bliss=-8.18, Synergy_Loewe=-2.53, Synergy_HSA=-1.02. (4) Drug 1: C1=CC(=CC=C1CCCC(=O)O)N(CCCl)CCCl. Drug 2: CCC1=C2CN3C(=CC4=C(C3=O)COC(=O)C4(CC)O)C2=NC5=C1C=C(C=C5)O. Cell line: SK-MEL-5. Synergy scores: CSS=45.4, Synergy_ZIP=-12.4, Synergy_Bliss=-2.97, Synergy_Loewe=-4.12, Synergy_HSA=-1.36.